This data is from TCR-epitope binding with 47,182 pairs between 192 epitopes and 23,139 TCRs. The task is: Binary Classification. Given a T-cell receptor sequence (or CDR3 region) and an epitope sequence, predict whether binding occurs between them. (1) The epitope is TPINLVRDL. The TCR CDR3 sequence is CASTDVTGIYEQYF. Result: 1 (the TCR binds to the epitope). (2) The epitope is RLRAEAQVK. The TCR CDR3 sequence is CALVGLNTEAFF. Result: 1 (the TCR binds to the epitope). (3) The epitope is DRFYKTLRAEQASQEV. The TCR CDR3 sequence is CASSQDQGYTEAFF. Result: 0 (the TCR does not bind to the epitope). (4) The epitope is FLKEKGGL. The TCR CDR3 sequence is CASSLVGVGTSDEQFF. Result: 1 (the TCR binds to the epitope). (5) The epitope is ATDALMTGY. The TCR CDR3 sequence is CASSPGLAGGDTQYF. Result: 0 (the TCR does not bind to the epitope).